Predict the reactants needed to synthesize the given product. From a dataset of Full USPTO retrosynthesis dataset with 1.9M reactions from patents (1976-2016). (1) Given the product [CH:14]1([C:11]2[CH:12]=[CH:13][C:8]([C:5]3[N:6]=[CH:7][C:2]([NH2:1])=[N:3][CH:4]=3)=[C:9]([F:19])[C:10]=2[O:18][C:21]2[N:26]=[C:25]([S:27]([CH3:30])(=[O:29])=[O:28])[CH:24]=[CH:23][N:22]=2)[CH2:15][CH2:16][CH2:17]1, predict the reactants needed to synthesize it. The reactants are: [NH2:1][C:2]1[N:3]=[CH:4][C:5]([C:8]2[C:9]([F:19])=[C:10]([OH:18])[C:11]([CH:14]3[CH2:17][CH2:16][CH2:15]3)=[CH:12][CH:13]=2)=[N:6][CH:7]=1.Cl[C:21]1[N:26]=[C:25]([S:27]([CH3:30])(=[O:29])=[O:28])[CH:24]=[CH:23][N:22]=1. (2) The reactants are: [Br:1][C:2]1[C:3]([O:38][CH3:39])=[C:4]([CH2:12][N:13]([CH3:37])[C:14](=[O:36])[CH:15]([N:23]2[CH2:28][CH2:27][N:26](C(OC(C)(C)C)=O)[CH2:25][CH2:24]2)[C:16]2[CH:21]=[CH:20][C:19]([F:22])=[CH:18][CH:17]=2)[C:5]2[CH2:6][CH2:7][CH2:8][CH2:9][C:10]=2[CH:11]=1.C(O)(C(F)(F)F)=O. Given the product [Br:1][C:2]1[C:3]([O:38][CH3:39])=[C:4]([CH2:12][N:13]([CH3:37])[C:14](=[O:36])[CH:15]([C:16]2[CH:17]=[CH:18][C:19]([F:22])=[CH:20][CH:21]=2)[N:23]2[CH2:24][CH2:25][NH:26][CH2:27][CH2:28]2)[C:5]2[CH2:6][CH2:7][CH2:8][CH2:9][C:10]=2[CH:11]=1, predict the reactants needed to synthesize it. (3) Given the product [CH2:21]([O:23][C:24]([C:26]1([C:29]2[CH:34]=[CH:33][C:32]([C:2]3[CH:7]=[CH:6][C:5]([C:8]4[O:12][N:11]=[C:10]([CH3:13])[C:9]=4[CH:14]([OH:20])[C:15]([F:19])([F:18])[CH:16]=[CH2:17])=[CH:4][CH:3]=3)=[CH:31][CH:30]=2)[CH2:27][CH2:28]1)=[O:25])[CH3:22], predict the reactants needed to synthesize it. The reactants are: Br[C:2]1[CH:7]=[CH:6][C:5]([C:8]2[O:12][N:11]=[C:10]([CH3:13])[C:9]=2[CH:14]([OH:20])[C:15]([F:19])([F:18])[CH:16]=[CH2:17])=[CH:4][CH:3]=1.[CH2:21]([O:23][C:24]([C:26]1([C:29]2[CH:34]=[CH:33][C:32](B3OC(C)(C)C(C)(C)O3)=[CH:31][CH:30]=2)[CH2:28][CH2:27]1)=[O:25])[CH3:22]. (4) Given the product [Cl:25][C:20]1[CH:21]=[CH:22][CH:23]=[CH:24][C:19]=1[C:8]([NH:9][C:12]1[CH:17]=[CH:16][C:15]([Cl:18])=[CH:14][CH:13]=1)=[NH:7], predict the reactants needed to synthesize it. The reactants are: C(OC(C1[N:7]=[C:8]([C:19]2[CH:24]=[CH:23][CH:22]=[CH:21][C:20]=2[Cl:25])[N:9]([C:12]2[CH:17]=[CH:16][C:15]([Cl:18])=[CH:14][CH:13]=2)C=1Br)=O)C.BrBr.C(OC(C1N=C(C2C=CC=CC=2Cl)N(C2C=CC(Cl)=CC=2)C=1)=O)C.[OH-].[Na+]. (5) Given the product [Br:13][C:10]1[CH:11]=[CH:12][C:7]([O:6][CH2:5][C:4]([OH:3])=[O:18])=[C:8]([C:14]2[N:30]=[C:28]([CH2:27][C:23]3[CH:24]=[CH:25][CH:26]=[C:21]([O:20][CH3:19])[CH:22]=3)[O:29][CH:15]=2)[CH:9]=1, predict the reactants needed to synthesize it. The reactants are: C([O:3][C:4](=[O:18])[CH2:5][O:6][C:7]1[CH:12]=[CH:11][C:10]([Br:13])=[CH:9][C:8]=1[C:14](=O)[CH2:15]Br)C.[CH3:19][O:20][C:21]1[CH:22]=[C:23]([CH2:27][C:28]([NH2:30])=[O:29])[CH:24]=[CH:25][CH:26]=1. (6) Given the product [N:9]1([C:13]([C:15]2[N:20]=[CH:19][C:18]([O:21][C:22]3[CH:23]=[C:24]([CH:28]=[C:29]([O:31][C@H:32]4[CH2:36][CH2:35][N:34]([CH3:37])[C:33]4=[O:38])[CH:30]=3)[C:25]([NH:39][C:40]3[CH:45]=[N:44][CH:43]=[CH:42][N:41]=3)=[O:27])=[CH:17][CH:16]=2)=[O:14])[CH2:10][CH2:11][CH2:12]1, predict the reactants needed to synthesize it. The reactants are: ClC(N(C)C)=C(C)C.[N:9]1([C:13]([C:15]2[N:20]=[CH:19][C:18]([O:21][C:22]3[CH:23]=[C:24]([CH:28]=[C:29]([O:31][C@H:32]4[CH2:36][CH2:35][N:34]([CH3:37])[C:33]4=[O:38])[CH:30]=3)[C:25]([OH:27])=O)=[CH:17][CH:16]=2)=[O:14])[CH2:12][CH2:11][CH2:10]1.[NH2:39][C:40]1[CH:45]=[N:44][CH:43]=[CH:42][N:41]=1.N1C=CC=CC=1.